This data is from hERG Central: cardiac toxicity at 1µM, 10µM, and general inhibition. The task is: Predict hERG channel inhibition at various concentrations. Results: hERG_inhib (hERG inhibition (general)): blocker. The drug is CN(CCc1ccccn1)Cc1ccc(Cl)cc1Cl.